Task: Predict the product of the given reaction.. Dataset: Forward reaction prediction with 1.9M reactions from USPTO patents (1976-2016) (1) Given the reactants [CH3:1][O:2][C:3]1[CH:8]=[CH:7][C:6]([C:9]2[N:10]=[C:11]([CH2:22][C:23]([O:25][CH3:26])=[O:24])[O:12][C:13]=2[C:14]2[CH:19]=[CH:18][C:17]([O:20][CH3:21])=[CH:16][CH:15]=2)=[CH:5][CH:4]=1.[CH2:27]([O:34][C:35]([N:37]([CH2:41][CH2:42]Br)[CH2:38][CH2:39]Br)=[O:36])[C:28]1[CH:33]=[CH:32][CH:31]=[CH:30][CH:29]=1.[H-].[Na+].Cl, predict the reaction product. The product is: [CH2:27]([O:34][C:35]([N:37]1[CH2:41][CH2:42][C:22]([C:11]2[O:12][C:13]([C:14]3[CH:19]=[CH:18][C:17]([O:20][CH3:21])=[CH:16][CH:15]=3)=[C:9]([C:6]3[CH:5]=[CH:4][C:3]([O:2][CH3:1])=[CH:8][CH:7]=3)[N:10]=2)([C:23]([O:25][CH3:26])=[O:24])[CH2:39][CH2:38]1)=[O:36])[C:28]1[CH:33]=[CH:32][CH:31]=[CH:30][CH:29]=1. (2) Given the reactants Br[C:2]1[C:10]2[O:9][CH2:8][C@H:7]([C:11]3[CH:16]=[CH:15][C:14]([CH:17]([CH3:19])[CH3:18])=[CH:13][CH:12]=3)[C:6]=2[C:5]([CH3:20])=[C:4]([NH:21][C:22](=[O:28])[CH2:23][C:24]([CH3:27])([CH3:26])[CH3:25])[C:3]=1[CH3:29].[C:30](OCC)(=[O:32])C.CCCCCC, predict the reaction product. The product is: [CH:17]([C:14]1[CH:13]=[CH:12][C:11]([C@@H:7]2[C:6]3[C:5]([CH3:20])=[C:4]([NH:21][C:22](=[O:28])[CH2:23][C:24]([CH3:26])([CH3:25])[CH3:27])[C:3]([CH3:29])=[C:2]([O:32][CH3:30])[C:10]=3[O:9][CH2:8]2)=[CH:16][CH:15]=1)([CH3:18])[CH3:19]. (3) Given the reactants [Cl:1][C:2]1[CH:8]=[CH:7][C:6]([CH2:9][O:10][CH3:11])=[CH:5][C:3]=1[NH2:4].C[Si]([N-][Si](C)(C)C)(C)C.[Na+].[C:22](O[C:22]([O:24][C:25]([CH3:28])([CH3:27])[CH3:26])=[O:23])([O:24][C:25]([CH3:28])([CH3:27])[CH3:26])=[O:23], predict the reaction product. The product is: [Cl:1][C:2]1[CH:8]=[CH:7][C:6]([CH2:9][O:10][CH3:11])=[CH:5][C:3]=1[NH:4][C:22](=[O:23])[O:24][C:25]([CH3:28])([CH3:27])[CH3:26].